From a dataset of Reaction yield outcomes from USPTO patents with 853,638 reactions. Predict the reaction yield, written as a fraction of the theoretical maximum amount of product (1.0 means a 100% yield; for example, 0.34 means a 34% yield). (1) The reactants are [N+:1]([C:4]1[CH:14]=[CH:13][CH:12]=[C:6]2[C:7]([O:9][C:10](=[O:11])[C:5]=12)=O)([O-:3])=[O:2].[NH2:15][CH2:16][CH2:17][CH2:18][CH2:19][C:20]([OH:22])=[O:21]. No catalyst specified. The product is [N+:1]([C:4]1[CH:14]=[CH:13][CH:12]=[C:6]2[C:7]([N:15]([CH2:16][CH2:17][CH2:18][CH2:19][C:20]([OH:22])=[O:21])[C:10](=[O:11])[C:5]=12)=[O:9])([O-:3])=[O:2]. The yield is 0.730. (2) The reactants are Br[C:2]1[CH:7]=[CH:6][N:5]=[C:4]2[N:8]([S:11]([C:14]3[CH:20]=[CH:19][C:17]([CH3:18])=[CH:16][CH:15]=3)(=[O:13])=[O:12])[CH:9]=[CH:10][C:3]=12.[B:21]1([B:21]2[O:25][C:24]([CH3:27])([CH3:26])[C:23]([CH3:29])([CH3:28])[O:22]2)[O:25][C:24]([CH3:27])([CH3:26])[C:23]([CH3:29])([CH3:28])[O:22]1.C([O-])(=O)C.[K+].[OH-].[Na+]. The catalyst is CN(C=O)C.C1C=CC(P(C2C=CC=CC=2)[C-]2C=CC=C2)=CC=1.C1C=CC(P(C2C=CC=CC=2)[C-]2C=CC=C2)=CC=1.Cl[Pd]Cl.[Fe+2]. The product is [CH3:28][C:23]1([CH3:29])[C:24]([CH3:27])([CH3:26])[O:25][B:21]([C:2]2[CH:7]=[CH:6][N:5]=[C:4]3[N:8]([S:11]([C:14]4[CH:20]=[CH:19][C:17]([CH3:18])=[CH:16][CH:15]=4)(=[O:13])=[O:12])[CH:9]=[CH:10][C:3]=23)[O:22]1. The yield is 0.430. (3) The reactants are [Cl:1][C:2]1[C:11]([CH:12]=[O:13])=[CH:10][C:9]2[C:4](=[CH:5][C:6]([O:15][CH2:16][C:17]3[CH:22]=[CH:21][CH:20]=[CH:19][N:18]=3)=[C:7]([Cl:14])[CH:8]=2)[N:3]=1.[CH3:23][Mg]Br. The catalyst is C(Cl)Cl. The product is [Cl:1][C:2]1[C:11]([C:12](=[O:13])[CH3:23])=[CH:10][C:9]2[C:4](=[CH:5][C:6]([O:15][CH2:16][C:17]3[CH:22]=[CH:21][CH:20]=[CH:19][N:18]=3)=[C:7]([Cl:14])[CH:8]=2)[N:3]=1. The yield is 0.790. (4) The reactants are [CH2:1]([C:5]1[N:6]=[C:7]([CH3:27])[NH:8][C:9](=[O:26])[C:10]=1[CH2:11][C:12]1[CH:17]=[CH:16][C:15]([C:18]2[C:19]([C:24]#[N:25])=[CH:20][CH:21]=[CH:22][CH:23]=2)=[CH:14][CH:13]=1)[CH2:2][CH2:3][CH3:4].N(C(N1CCCCC1)=O)=NC(N1CCCCC1)=O.C(P(CCCC)CCCC)CCC.[CH3:59][C:60]1[CH:61]=[CH:62][C:63]2[S:67][C:66]([CH2:68]O)=[CH:65][C:64]=2[CH:70]=1. The catalyst is C(OCC)(=O)C.O1CCCC1. The product is [CH2:1]([C:5]1[N:6]=[C:7]([CH3:27])[N:8]([CH2:68][C:66]2[S:67][C:63]3[CH:62]=[CH:61][C:60]([CH3:59])=[CH:70][C:64]=3[CH:65]=2)[C:9](=[O:26])[C:10]=1[CH2:11][C:12]1[CH:17]=[CH:16][C:15]([C:18]2[C:19]([C:24]#[N:25])=[CH:20][CH:21]=[CH:22][CH:23]=2)=[CH:14][CH:13]=1)[CH2:2][CH2:3][CH3:4]. The yield is 0.440.